This data is from NCI-60 drug combinations with 297,098 pairs across 59 cell lines. The task is: Regression. Given two drug SMILES strings and cell line genomic features, predict the synergy score measuring deviation from expected non-interaction effect. (1) Drug 1: C1=CN(C(=O)N=C1N)C2C(C(C(O2)CO)O)O.Cl. Drug 2: CCN(CC)CCCC(C)NC1=C2C=C(C=CC2=NC3=C1C=CC(=C3)Cl)OC. Cell line: TK-10. Synergy scores: CSS=13.9, Synergy_ZIP=-3.90, Synergy_Bliss=1.15, Synergy_Loewe=-0.191, Synergy_HSA=3.44. (2) Drug 1: CC1CCC2CC(C(=CC=CC=CC(CC(C(=O)C(C(C(=CC(C(=O)CC(OC(=O)C3CCCCN3C(=O)C(=O)C1(O2)O)C(C)CC4CCC(C(C4)OC)O)C)C)O)OC)C)C)C)OC. Drug 2: C1C(C(OC1N2C=NC(=NC2=O)N)CO)O. Cell line: HOP-92. Synergy scores: CSS=5.41, Synergy_ZIP=-0.542, Synergy_Bliss=1.14, Synergy_Loewe=-2.83, Synergy_HSA=-1.94. (3) Drug 1: C1CCN(CC1)CCOC2=CC=C(C=C2)C(=O)C3=C(SC4=C3C=CC(=C4)O)C5=CC=C(C=C5)O. Drug 2: CN1C(=O)N2C=NC(=C2N=N1)C(=O)N. Cell line: CCRF-CEM. Synergy scores: CSS=-13.8, Synergy_ZIP=6.44, Synergy_Bliss=3.98, Synergy_Loewe=-7.49, Synergy_HSA=-8.08. (4) Drug 1: CC1CCC2CC(C(=CC=CC=CC(CC(C(=O)C(C(C(=CC(C(=O)CC(OC(=O)C3CCCCN3C(=O)C(=O)C1(O2)O)C(C)CC4CCC(C(C4)OC)O)C)C)O)OC)C)C)C)OC. Drug 2: C(CC(=O)O)C(=O)CN.Cl. Cell line: IGROV1. Synergy scores: CSS=11.9, Synergy_ZIP=-4.96, Synergy_Bliss=-0.585, Synergy_Loewe=-2.90, Synergy_HSA=0.941. (5) Drug 1: C1=NC2=C(N1)C(=S)N=C(N2)N. Drug 2: C1=NC2=C(N=C(N=C2N1C3C(C(C(O3)CO)O)O)F)N. Cell line: SNB-75. Synergy scores: CSS=5.77, Synergy_ZIP=-3.94, Synergy_Bliss=-1.70, Synergy_Loewe=-5.77, Synergy_HSA=-2.73. (6) Synergy scores: CSS=65.1, Synergy_ZIP=9.48, Synergy_Bliss=12.9, Synergy_Loewe=9.50, Synergy_HSA=11.3. Drug 1: CCC1(CC2CC(C3=C(CCN(C2)C1)C4=CC=CC=C4N3)(C5=C(C=C6C(=C5)C78CCN9C7C(C=CC9)(C(C(C8N6C=O)(C(=O)OC)O)OC(=O)C)CC)OC)C(=O)OC)O.OS(=O)(=O)O. Cell line: IGROV1. Drug 2: CC1C(C(CC(O1)OC2CC(CC3=C2C(=C4C(=C3O)C(=O)C5=CC=CC=C5C4=O)O)(C(=O)C)O)N)O.